From a dataset of Peptide-MHC class I binding affinity with 185,985 pairs from IEDB/IMGT. Regression. Given a peptide amino acid sequence and an MHC pseudo amino acid sequence, predict their binding affinity value. This is MHC class I binding data. (1) The peptide sequence is IEFIEVVRL. The MHC is HLA-B39:01 with pseudo-sequence HLA-B39:01. The binding affinity (normalized) is 0.0847. (2) The MHC is HLA-A03:01 with pseudo-sequence HLA-A03:01. The binding affinity (normalized) is 0.333. The peptide sequence is ATKIIALNK. (3) The peptide sequence is WLMWFIISIV. The MHC is HLA-A02:02 with pseudo-sequence HLA-A02:02. The binding affinity (normalized) is 0.491. (4) The peptide sequence is YLWWVNNQSL. The MHC is HLA-A68:02 with pseudo-sequence HLA-A68:02. The binding affinity (normalized) is 0.611. (5) The peptide sequence is FAAPQFSLW. The MHC is Mamu-B52 with pseudo-sequence Mamu-B52. The binding affinity (normalized) is 0.795. (6) The peptide sequence is ELLNIPFLY. The MHC is HLA-B44:03 with pseudo-sequence HLA-B44:03. The binding affinity (normalized) is 0.343. (7) The peptide sequence is PQPQNGQFI. The MHC is H-2-Kb with pseudo-sequence H-2-Kb. The binding affinity (normalized) is 0.0352.